From a dataset of Forward reaction prediction with 1.9M reactions from USPTO patents (1976-2016). Predict the product of the given reaction. (1) Given the reactants [Br:1][C:2]1[CH:3]=[C:4]([F:12])[C:5]2[O:9][C:8](=[O:10])[NH:7][C:6]=2[CH:11]=1.[H-].[Na+].[CH3:15]I, predict the reaction product. The product is: [Br:1][C:2]1[CH:3]=[C:4]([F:12])[C:5]2[O:9][C:8](=[O:10])[N:7]([CH3:15])[C:6]=2[CH:11]=1. (2) Given the reactants C(OC([NH:8][C:9]([CH3:19])([C:11]([O:13][CH:14]1[CH2:18][CH2:17][CH2:16][CH2:15]1)=[O:12])[CH3:10])=O)(C)(C)C.[ClH:20].O1CCOCC1, predict the reaction product. The product is: [ClH:20].[CH3:19][C:9]([C:11]([O:13][CH:14]1[CH2:15][CH2:16][CH2:17][CH2:18]1)=[O:12])([CH3:10])[NH2:8]. (3) Given the reactants [CH:1]1([Mg]Br)[CH2:3][CH2:2]1.[Mg].C1(Br)CC1.[CH2:11]([C:13]1[CH:18]=[C:17](I)[CH:16]=[CH:15][C:14]=1[O:20][CH2:21][O:22][CH3:23])[CH3:12].[Cl-].[NH4+], predict the reaction product. The product is: [CH:1]1([C:17]2[CH:16]=[CH:15][C:14]([O:20][CH2:21][O:22][CH3:23])=[C:13]([CH2:11][CH3:12])[CH:18]=2)[CH2:3][CH2:2]1. (4) Given the reactants [Cl:1][C:2]1[CH:3]=[CH:4][C:5]2[N:6]([CH:8]=[C:9]([NH2:11])[N:10]=2)[N:7]=1.Br[C:13]1[CH:18]=[CH:17][C:16]([S:19]([CH3:22])(=[O:21])=[O:20])=[CH:15][C:14]=1[O:23][CH3:24].CC(C1C=C(C(C)C)C(C2C=CC=CC=2P(C2CCCCC2)C2CCCCC2)=C(C(C)C)C=1)C.O.P([O-])([O-])([O-])=O.[K+].[K+].[K+], predict the reaction product. The product is: [Cl:1][C:2]1[CH:3]=[CH:4][C:5]2[N:6]([CH:8]=[C:9]([NH:11][C:13]3[CH:18]=[CH:17][C:16]([S:19]([CH3:22])(=[O:21])=[O:20])=[CH:15][C:14]=3[O:23][CH3:24])[N:10]=2)[N:7]=1. (5) Given the reactants [NH2:1][C:2]1[CH:6]=[CH:5][NH:4][N:3]=1.[N:7]([O-])=O.[Na+].C(ON=O)C[CH:13]([CH3:15])C, predict the reaction product. The product is: [N:1]1[C:2]2=[CH:6][CH:5]=[N:4][N:3]2[CH:15]=[CH:13][N:7]=1. (6) Given the reactants [Cl:1][C:2]1[CH:10]=[C:9]2[C:5]([CH:6]=[C:7]([C:11]([OH:13])=O)[NH:8]2)=[CH:4][C:3]=1[C:14]([O:16][CH2:17][CH3:18])=[O:15].[F:19][C:20]([F:34])([F:33])[CH:21]([C:23]1[CH:28]=[CH:27][CH:26]=[C:25]([C:29]([F:32])([F:31])[F:30])[CH:24]=1)[NH2:22].O.[Cl-].COC1N=C(OC)N=C([N+]2(C)CCOCC2)N=1.Cl, predict the reaction product. The product is: [Cl:1][C:2]1[CH:10]=[C:9]2[C:5]([CH:6]=[C:7]([C:11](=[O:13])[NH:22][CH:21]([C:23]3[CH:28]=[CH:27][CH:26]=[C:25]([C:29]([F:30])([F:31])[F:32])[CH:24]=3)[C:20]([F:34])([F:33])[F:19])[NH:8]2)=[CH:4][C:3]=1[C:14]([O:16][CH2:17][CH3:18])=[O:15]. (7) Given the reactants C(Cl)Cl.[CH2:4]([C@@:8]1([CH2:33][CH3:34])[NH:14][C@H:13]([C:15]2[CH:20]=[CH:19][CH:18]=[CH:17][CH:16]=2)[C:12]2[CH:21]=[C:22]([O:29][CH3:30])[C:23]([C:25](OC)=[O:26])=[CH:24][C:11]=2[S:10](=[O:32])(=[O:31])[CH2:9]1)[CH2:5][CH2:6][CH3:7].CC(C[AlH]CC(C)C)C.C1(C)C=CC=CC=1, predict the reaction product. The product is: [CH2:4]([C@@:8]1([CH2:33][CH3:34])[NH:14][C@H:13]([C:15]2[CH:16]=[CH:17][CH:18]=[CH:19][CH:20]=2)[C:12]2[CH:21]=[C:22]([O:29][CH3:30])[C:23]([CH2:25][OH:26])=[CH:24][C:11]=2[S:10](=[O:31])(=[O:32])[CH2:9]1)[CH2:5][CH2:6][CH3:7].